This data is from Reaction yield outcomes from USPTO patents with 853,638 reactions. The task is: Predict the reaction yield, written as a fraction of the theoretical maximum amount of product (1.0 means a 100% yield; for example, 0.34 means a 34% yield). (1) The reactants are C[O:2][C:3](=[O:36])[C:4]1[CH:9]=[C:8]([O:10][CH2:11][CH2:12][C:13]2[N:14]=[C:15]([NH:18][C:19]([NH:21][C:22]3[CH:27]=[CH:26][C:25]([CH3:28])=[CH:24][C:23]=3[C:29]([CH:31]3[CH2:35][CH2:34][CH2:33][CH2:32]3)=[O:30])=[O:20])[S:16][CH:17]=2)[CH:7]=[N:6][CH:5]=1. The catalyst is [Li+].[OH-]. The product is [CH:31]1([C:29]([C:23]2[CH:24]=[C:25]([CH3:28])[CH:26]=[CH:27][C:22]=2[NH:21][C:19](=[O:20])[NH:18][C:15]2[S:16][CH:17]=[C:13]([CH2:12][CH2:11][O:10][C:8]3[CH:7]=[N:6][CH:5]=[C:4]([CH:9]=3)[C:3]([OH:36])=[O:2])[N:14]=2)=[O:30])[CH2:35][CH2:34][CH2:33][CH2:32]1. The yield is 0.950. (2) The reactants are [H-].[H-].[H-].[H-].[Li+].[Al+3].[CH2:7]([C:9]1[CH:10]=[N:11][CH:12]=[C:13]([CH2:20][CH3:21])[C:14]=1[C:15](OCC)=[O:16])[CH3:8]. The catalyst is C1COCC1. The product is [CH2:20]([C:13]1[CH:12]=[N:11][CH:10]=[C:9]([CH2:7][CH3:8])[C:14]=1[CH2:15][OH:16])[CH3:21]. The yield is 0.860. (3) The reactants are [H-].[Na+].[C:3]([CH2:5]P(=O)(OCC)OCC)#[N:4].[Br:14][C:15]1[CH:23]=[C:22]([N+:24]([O-:26])=[O:25])[C:21]([O:27][CH3:28])=[C:20]2[C:16]=1[CH2:17][CH2:18][C:19]2=O.[Cl-].[NH4+]. The catalyst is O1CCCC1. The product is [Br:14][C:15]1[CH:23]=[C:22]([N+:24]([O-:26])=[O:25])[C:21]([O:27][CH3:28])=[C:20]2[C:16]=1[CH2:17][CH2:18][C:19]2=[CH:5][C:3]#[N:4]. The yield is 0.770. (4) The reactants are FC(F)(F)C(O)=O.[C:8]1([C:14]2[CH:19]=[C:18]([CH:20]3[CH2:25][CH2:24][NH:23][CH2:22][CH2:21]3)[CH:17]=[CH:16][C:15]=2[NH:26][C:27]([C:29]2[NH:30][CH:31]=[C:32]([C:34]#[N:35])[N:33]=2)=[O:28])[CH2:13][CH2:12][CH2:11][CH2:10][CH:9]=1.[C:36]([O:40][C:41]([NH:43][C:44]([CH3:50])([CH3:49])[CH2:45][C:46](O)=[O:47])=[O:42])([CH3:39])([CH3:38])[CH3:37].C1CN([P+](Br)(N2CCCC2)N2CCCC2)CC1.F[P-](F)(F)(F)(F)F.CCN(C(C)C)C(C)C. The catalyst is ClC(Cl)C.CCOC(C)=O. The product is [C:36]([O:40][C:41](=[O:42])[NH:43][C:44]([CH3:50])([CH3:49])[CH2:45][C:46]([N:23]1[CH2:22][CH2:21][CH:20]([C:18]2[CH:17]=[CH:16][C:15]([NH:26][C:27]([C:29]3[NH:30][CH:31]=[C:32]([C:34]#[N:35])[N:33]=3)=[O:28])=[C:14]([C:8]3[CH2:13][CH2:12][CH2:11][CH2:10][CH:9]=3)[CH:19]=2)[CH2:25][CH2:24]1)=[O:47])([CH3:39])([CH3:37])[CH3:38]. The yield is 0.700.